This data is from Full USPTO retrosynthesis dataset with 1.9M reactions from patents (1976-2016). The task is: Predict the reactants needed to synthesize the given product. (1) Given the product [Br:1][C:2]1[CH:9]=[CH:8][CH:7]=[CH:6][C:3]=1[CH:4]1[C:18]([C:19]([O:21][CH2:22][CH3:23])=[O:20])=[C:17]([CH2:24][CH2:25][CH3:26])[NH:10][C:11]2=[N:12][NH:13][CH:14]=[C:15]12, predict the reactants needed to synthesize it. The reactants are: [Br:1][C:2]1[CH:9]=[CH:8][CH:7]=[CH:6][C:3]=1[CH:4]=O.[NH2:10][C:11]1[CH:15]=[CH:14][NH:13][N:12]=1.O=[C:17]([CH2:24][CH2:25][CH3:26])[CH2:18][C:19]([O:21][CH2:22][CH3:23])=[O:20]. (2) Given the product [C:1]1([S:7]([CH2:8][C:9]([NH:11][C:12]2[S:13][CH:14]=[C:15]([C:17]3[CH:18]=[CH:19][N:20]=[CH:21][CH:22]=3)[N:16]=2)=[O:10])=[O:31])[CH:2]=[CH:3][CH:4]=[CH:5][CH:6]=1, predict the reactants needed to synthesize it. The reactants are: [C:1]1([S:7][CH2:8][C:9]([NH:11][C:12]2[S:13][CH:14]=[C:15]([C:17]3[CH:22]=[CH:21][N:20]=[CH:19][CH:18]=3)[N:16]=2)=[O:10])[CH:6]=[CH:5][CH:4]=[CH:3][CH:2]=1.C1C=C(Cl)C=C(C(OO)=[O:31])C=1.